This data is from Reaction yield outcomes from USPTO patents with 853,638 reactions. The task is: Predict the reaction yield, written as a fraction of the theoretical maximum amount of product (1.0 means a 100% yield; for example, 0.34 means a 34% yield). (1) The product is [NH2:2][CH2:1][C:3]12[CH2:10][CH2:9][C:6]([C:11]([O:13][CH3:14])=[O:12])([CH2:5][CH2:4]1)[CH2:7][CH2:8]2. The reactants are [C:1]([C:3]12[CH2:10][CH2:9][C:6]([C:11]([O:13][CH3:14])=[O:12])([CH2:7][CH2:8]1)[CH2:5][CH2:4]2)#[N:2].O.Cl. The catalyst is CO.O=[Pt]=O.O. The yield is 0.890. (2) The reactants are [OH:1][C:2]1[C:3]([CH3:15])=[N:4][C:5]2[C:10]([C:11]=1C(O)=O)=[CH:9][CH:8]=[CH:7][CH:6]=2.[CH2:16]([O:23][C:24]1[CH:33]=[C:32]2[C:27]([C:28](Cl)=[CH:29][CH:30]=[N:31]2)=[CH:26][C:25]=1[O:35][CH3:36])[C:17]1[CH:22]=[CH:21][CH:20]=[CH:19][CH:18]=1. The catalyst is CN(C1C=CN=CC=1)C.ClC1C=CC=CC=1Cl. The product is [CH2:16]([O:23][C:24]1[CH:33]=[C:32]2[C:27]([C:28]([O:1][C:2]3[C:3]([CH3:15])=[N:4][C:5]4[C:10]([CH:11]=3)=[CH:9][CH:8]=[CH:7][CH:6]=4)=[CH:29][CH:30]=[N:31]2)=[CH:26][C:25]=1[O:35][CH3:36])[C:17]1[CH:18]=[CH:19][CH:20]=[CH:21][CH:22]=1. The yield is 0.850. (3) The reactants are CC1(C)C(C)(C)OB([C:9]2[CH:10]=[C:11]([CH:28]=[CH:29][CH:30]=2)[C:12]([NH:14][C:15]2[CH:27]=[CH:26][C:18]([C:19]([O:21][C:22]([CH3:25])([CH3:24])[CH3:23])=[O:20])=[CH:17][CH:16]=2)=[O:13])O1.[Br:32][C:33]1[C:34]2[N:35]([N:40]=[CH:41][N:42]=2)[CH:36]=[C:37](I)[CH:38]=1.C(=O)([O-])[O-].[Na+].[Na+]. The catalyst is O1CCOCC1.O.C1C=CC([P]([Pd]([P](C2C=CC=CC=2)(C2C=CC=CC=2)C2C=CC=CC=2)([P](C2C=CC=CC=2)(C2C=CC=CC=2)C2C=CC=CC=2)[P](C2C=CC=CC=2)(C2C=CC=CC=2)C2C=CC=CC=2)(C2C=CC=CC=2)C2C=CC=CC=2)=CC=1. The product is [Br:32][C:33]1[C:34]2[N:35]([N:40]=[CH:41][N:42]=2)[CH:36]=[C:37]([C:9]2[CH:10]=[C:11]([CH:28]=[CH:29][CH:30]=2)[C:12]([NH:14][C:15]2[CH:27]=[CH:26][C:18]([C:19]([O:21][C:22]([CH3:25])([CH3:23])[CH3:24])=[O:20])=[CH:17][CH:16]=2)=[O:13])[CH:38]=1. The yield is 0.430. (4) The reactants are [Cl:1][C:2]1[CH:3]=[C:4]2[C:9](=[CH:10][CH:11]=1)[N:8]([C@H:12]([CH3:16])[C:13]([OH:15])=O)[CH2:7][CH2:6][CH2:5]2.CN(C(ON1N=NC2C=CC=NC1=2)=[N+](C)C)C.F[P-](F)(F)(F)(F)F.[C:41]1([N:47]2[CH2:52][CH2:51][NH:50][CH2:49][CH2:48]2)[CH:46]=[CH:45][CH:44]=[CH:43][CH:42]=1.C(=O)(O)[O-].[Na+]. The catalyst is C(Cl)Cl.CN(C=O)C. The product is [Cl:1][C:2]1[CH:3]=[C:4]2[C:9](=[CH:10][CH:11]=1)[N:8]([C@H:12]([CH3:16])[C:13]([N:50]1[CH2:51][CH2:52][N:47]([C:41]3[CH:46]=[CH:45][CH:44]=[CH:43][CH:42]=3)[CH2:48][CH2:49]1)=[O:15])[CH2:7][CH2:6][CH2:5]2. The yield is 0.540. (5) The reactants are [Cl:1][C:2]1[CH:10]=[C:9]2[C:5]([CH2:6][C:7](=[O:11])[NH:8]2)=[CH:4][CH:3]=1.[Cl:12][C:13]1[S:17][C:16]([CH:18]=O)=[CH:15][CH:14]=1.N1CCCC1. No catalyst specified. The product is [Cl:1][C:2]1[CH:10]=[C:9]2[C:5](/[C:6](=[CH:18]/[C:16]3[S:17][C:13]([Cl:12])=[CH:14][CH:15]=3)/[C:7](=[O:11])[NH:8]2)=[CH:4][CH:3]=1. The yield is 0.710.